Dataset: Full USPTO retrosynthesis dataset with 1.9M reactions from patents (1976-2016). Task: Predict the reactants needed to synthesize the given product. (1) Given the product [CH2:21]([O:28][CH2:29][CH2:30][CH:31]1[CH2:36][CH2:35][N:34]([C:2]2[CH:3]=[N:4][CH:5]=[C:6]([O:8][CH2:9][C@@H:10]3[CH2:13][CH2:12][N:11]3[C:14]([O:16][C:17]([CH3:20])([CH3:19])[CH3:18])=[O:15])[CH:7]=2)[CH2:33][CH2:32]1)[C:22]1[CH:27]=[CH:26][CH:25]=[CH:24][CH:23]=1, predict the reactants needed to synthesize it. The reactants are: Br[C:2]1[CH:3]=[N:4][CH:5]=[C:6]([O:8][CH2:9][C@@H:10]2[CH2:13][CH2:12][N:11]2[C:14]([O:16][C:17]([CH3:20])([CH3:19])[CH3:18])=[O:15])[CH:7]=1.[CH2:21]([O:28][CH2:29][CH2:30][CH:31]1[CH2:36][CH2:35][NH:34][CH2:33][CH2:32]1)[C:22]1[CH:27]=[CH:26][CH:25]=[CH:24][CH:23]=1.CC(C)([O-])C.[Na+]. (2) Given the product [C:14]([O:13][C@H:11]([C:10]#[C:9]/[CH:8]=[CH:7]/[C:1]1[CH:6]=[CH:5][CH:4]=[CH:3][CH:2]=1)[CH3:12])(=[O:16])[CH3:15], predict the reactants needed to synthesize it. The reactants are: [C:1]1(/[CH:7]=[CH:8]/[C:9]#[C:10][C@@H:11]([OH:13])[CH3:12])[CH:6]=[CH:5][CH:4]=[CH:3][CH:2]=1.[C:14](OC(=O)C)(=[O:16])[CH3:15]. (3) Given the product [NH2:3][C:4]1[C:13]2[N:14]=[C:15]([CH2:22][O:23][CH3:24])[N:16]([CH2:17][C:18]([CH3:21])([OH:20])[CH3:19])[C:12]=2[C:11]2[CH:10]=[CH:9][C:8]([CH2:25][CH2:26][S:27]([CH3:30])(=[O:29])=[O:28])=[CH:7][C:6]=2[N:5]=1, predict the reactants needed to synthesize it. The reactants are: CO.[NH2:3][C:4]1[C:13]2[N:14]=[C:15]([CH2:22][O:23][CH3:24])[N:16]([CH2:17][C:18]([CH3:21])([OH:20])[CH3:19])[C:12]=2[C:11]2[CH:10]=[CH:9][C:8]([CH:25]=[CH:26][S:27]([CH3:30])(=[O:29])=[O:28])=[CH:7][C:6]=2[N:5]=1. (4) Given the product [S:32]1[C:28]([C:9]2[CH:10]=[C:11]([NH:15][C:16]3[N:21]=[C:20]([C:22]([F:23])([F:24])[F:25])[CH:19]=[CH:18][N:17]=3)[CH:12]=[CH:13][CH:14]=2)=[CH:29][N:30]=[CH:31]1, predict the reactants needed to synthesize it. The reactants are: CC1(C)C(C)(C)OB([C:9]2[CH:10]=[C:11]([NH:15][C:16]3[N:21]=[C:20]([C:22]([F:25])([F:24])[F:23])[CH:19]=[CH:18][N:17]=3)[CH:12]=[CH:13][CH:14]=2)O1.Br[C:28]1[S:32][CH:31]=[N:30][CH:29]=1.C(=O)([O-])[O-].[Na+].[Na+]. (5) Given the product [F:7][C:8]1[C:16]([O:17][CH3:18])=[CH:15][CH:14]=[CH:13][C:9]=1[CH2:10][OH:11], predict the reactants needed to synthesize it. The reactants are: [H-].[Al+3].[Li+].[H-].[H-].[H-].[F:7][C:8]1[C:16]([O:17][CH3:18])=[CH:15][CH:14]=[CH:13][C:9]=1[C:10](O)=[O:11].[OH-].[Na+]. (6) Given the product [Br:11][C:8]1[CH:7]=[C:3]2[C:2](=[CH:10][CH:9]=1)[NH:1][C:13](=[O:14])[NH:12][C:4]2=[O:5], predict the reactants needed to synthesize it. The reactants are: [NH2:1][C:2]1[CH:10]=[CH:9][C:8]([Br:11])=[CH:7][C:3]=1[C:4](O)=[O:5].[NH2:12][C:13](N)=[O:14]. (7) The reactants are: [N+:1]([C:4]1[N:5]=[CH:6][N:7]([C@@H:9]2[CH2:12][C@H:11]([O:13][S:14]([C:17]3[CH:22]=[CH:21][C:20]([CH3:23])=[CH:19][CH:18]=3)(=[O:16])=[O:15])[CH2:10]2)[CH:8]=1)([O-])=O.CCN(CC)CC.[C:31]1([CH2:41][C:42](O)=[O:43])[C:40]2[C:35](=[CH:36][CH:37]=[CH:38][CH:39]=2)[CH:34]=[CH:33][CH:32]=1. Given the product [C:31]1([CH2:41][C:42]([NH:1][C:4]2[N:5]=[CH:6][N:7]([C@H:9]3[CH2:12][C@H:11]([O:13][S:14]([C:17]4[CH:22]=[CH:21][C:20]([CH3:23])=[CH:19][CH:18]=4)(=[O:16])=[O:15])[CH2:10]3)[CH:8]=2)=[O:43])[C:40]2[C:35](=[CH:36][CH:37]=[CH:38][CH:39]=2)[CH:34]=[CH:33][CH:32]=1, predict the reactants needed to synthesize it. (8) Given the product [C:1]([C:3]1[C:4]([N:18]2[CH2:23][CH2:22][CH:21]([C:24](=[O:26])[NH:39][S:36]([CH2:35][C:29]3[CH:30]=[C:31]([CH3:34])[CH:32]=[CH:33][C:28]=3[F:27])(=[O:38])=[O:37])[CH2:20][CH2:19]2)=[N:5][C:6]([C:14]([F:17])([F:16])[F:15])=[C:7]([CH:8]=1)[C:9]([O:11][CH2:12][CH3:13])=[O:10])#[N:2], predict the reactants needed to synthesize it. The reactants are: [C:1]([C:3]1[C:4]([N:18]2[CH2:23][CH2:22][CH:21]([C:24]([OH:26])=O)[CH2:20][CH2:19]2)=[N:5][C:6]([C:14]([F:17])([F:16])[F:15])=[C:7]([C:9]([O:11][CH2:12][CH3:13])=[O:10])[CH:8]=1)#[N:2].[F:27][C:28]1[CH:33]=[CH:32][C:31]([CH3:34])=[CH:30][C:29]=1[CH2:35][S:36]([NH2:39])(=[O:38])=[O:37].